Regression. Given a peptide amino acid sequence and an MHC pseudo amino acid sequence, predict their binding affinity value. This is MHC class II binding data. From a dataset of Peptide-MHC class II binding affinity with 134,281 pairs from IEDB. (1) The peptide sequence is ASAAALAGDAAGAWR. The MHC is HLA-DPA10103-DPB10401 with pseudo-sequence HLA-DPA10103-DPB10401. The binding affinity (normalized) is 0. (2) The peptide sequence is GKREKKLSEFGKAKG. The MHC is DRB1_0401 with pseudo-sequence DRB1_0401. The binding affinity (normalized) is 0.153. (3) The peptide sequence is LQMVGMRRPQQGASG. The MHC is DRB1_1501 with pseudo-sequence DRB1_1501. The binding affinity (normalized) is 0.248.